From a dataset of Catalyst prediction with 721,799 reactions and 888 catalyst types from USPTO. Predict which catalyst facilitates the given reaction. Reactant: [NH2:1][C:2]1[CH:7]=[CH:6][C:5]([C:8]2[C:16]3[C:15]([NH2:17])=[N:14][CH:13]=[N:12][C:11]=3[S:10][CH:9]=2)=[CH:4][CH:3]=1.[F:18][C:19]1[CH:24]=[CH:23][C:22]([C:25]([F:28])([F:27])[F:26])=[CH:21][C:20]=1[N:29]=[C:30]=[O:31]. The catalyst class is: 4. Product: [NH2:17][C:15]1[C:16]2[C:8]([C:5]3[CH:4]=[CH:3][C:2]([NH:1][C:30]([NH:29][C:20]4[CH:21]=[C:22]([C:25]([F:26])([F:28])[F:27])[CH:23]=[CH:24][C:19]=4[F:18])=[O:31])=[CH:7][CH:6]=3)=[CH:9][S:10][C:11]=2[N:12]=[CH:13][N:14]=1.